From a dataset of Reaction yield outcomes from USPTO patents with 853,638 reactions. Predict the reaction yield, written as a fraction of the theoretical maximum amount of product (1.0 means a 100% yield; for example, 0.34 means a 34% yield). (1) The reactants are Cl.CN[O:4][CH3:5].[CH:6]([N:9](C(C)C)CC)(C)C.[C:15]([O:19][C:20]([N:22]1[CH2:25][CH:24]([C:26]([OH:28])=O)[CH2:23]1)=[O:21])([CH3:18])([CH3:17])[CH3:16].Cl.CN(C)CCCN=C=NCC. The catalyst is ClCCl. The product is [C:15]([O:19][C:20]([N:22]1[CH2:23][CH:24]([C:26](=[O:28])[NH:9][CH2:6][O:4][CH3:5])[CH2:25]1)=[O:21])([CH3:16])([CH3:17])[CH3:18]. The yield is 0.820. (2) The reactants are [C:1]([O:20][CH2:21][CH:22]([N:44]1[CH:49]=[CH:48][C:47](=O)[NH:46][C:45]1=[O:51])[CH2:23][O:24][C:25]([C:38]1[CH:43]=[CH:42][CH:41]=[CH:40][CH:39]=1)(C1C=CC=CC=1)[C:26]1[CH:31]=[CH:30][CH:29]=[CH:28][CH:27]=1)([C:14]1[CH:19]=[CH:18][CH:17]=[CH:16][CH:15]=1)(C1C=CC=CC=1)[C:2]1[CH:7]=[CH:6][CH:5]=[CH:4][CH:3]=1.C([C:55]1[CH:60]=[C:59](C(C)C)[CH:58]=[C:57](C(C)C)[C:56]=1S(Cl)(=O)=O)(C)C.CN(C1[CH:79]=[CH:78][CH:77]=[CH:76]N=1)C.CCN([CH2:85][CH3:86])CC.[NH4+:87].[OH-]. The catalyst is C(#N)C.N1C=CC=CC=1. The product is [NH2:87][C:47]1[CH:48]=[CH:49][N:44]([CH:22]([CH2:23][O:24][C:25]([C:26]2[CH:27]=[CH:28][CH:29]=[CH:30][CH:31]=2)([C:38]2[CH:43]=[CH:42][CH:41]=[CH:40][CH:39]=2)[C:55]2[CH:56]=[CH:57][CH:58]=[CH:59][CH:60]=2)[CH2:21][O:20][C:1]([C:86]2[CH:85]=[CH:79][CH:78]=[CH:77][CH:76]=2)([C:14]2[CH:19]=[CH:18][CH:17]=[CH:16][CH:15]=2)[C:2]2[CH:3]=[CH:4][CH:5]=[CH:6][CH:7]=2)[C:45](=[O:51])[N:46]=1. The yield is 0.700.